Task: Predict the reactants needed to synthesize the given product.. Dataset: Full USPTO retrosynthesis dataset with 1.9M reactions from patents (1976-2016) (1) Given the product [CH:1]([NH:4][C:5]1[C:10]([C:11]([NH2:22])=[O:12])=[CH:9][N:8]=[C:7]([S:14][CH3:15])[N:6]=1)([CH3:3])[CH3:2], predict the reactants needed to synthesize it. The reactants are: [CH:1]([NH:4][C:5]1[C:10]([C:11](O)=[O:12])=[CH:9][N:8]=[C:7]([S:14][CH3:15])[N:6]=1)([CH3:3])[CH3:2].C1C=CC2N(O)N=[N:22]C=2C=1.C(Cl)CCl.[OH-].[NH4+]. (2) Given the product [CH:1]1([NH:4][CH2:5][C:6]2[O:10][N:9]=[C:8]([C:11]3[CH:12]=[CH:13][C:14]([CH3:17])=[CH:15][CH:16]=3)[N:7]=2)[CH2:3][CH2:2]1, predict the reactants needed to synthesize it. The reactants are: [CH:1]([NH:4][CH2:5][C:6]1[O:10][N:9]=[C:8]([C:11]2[CH:16]=[CH:15][C:14]([CH3:17])=[CH:13][CH:12]=2)[N:7]=1)([CH3:3])[CH3:2].ClCC(O/N=C(\N)/C1C=CC(C)=CC=1)=O.C1(N)CC1.C(=O)([O-])[O-].[K+].[K+]. (3) Given the product [C:10]([O:13][C:14]([NH:1][CH2:2][C:3]1[CH:8]=[CH:7][N:6]=[CH:5][CH:4]=1)=[O:15])([CH3:12])([CH3:11])[CH3:9], predict the reactants needed to synthesize it. The reactants are: [NH2:1][CH2:2][C:3]1[CH:8]=[CH:7][N:6]=[CH:5][CH:4]=1.[CH3:9][C:10]([O:13][C:14](O[C:14]([O:13][C:10]([CH3:12])([CH3:11])[CH3:9])=[O:15])=[O:15])([CH3:12])[CH3:11].